Task: Predict the reaction yield, written as a fraction of the theoretical maximum amount of product (1.0 means a 100% yield; for example, 0.34 means a 34% yield).. Dataset: Reaction yield outcomes from USPTO patents with 853,638 reactions The reactants are [Cl:1][C:2]1[CH:18]=[CH:17][C:5]2[CH2:6][CH2:7][N:8]([C:11](=[O:16])[C:12]([F:15])([F:14])[F:13])[CH2:9][CH2:10][C:4]=2[C:3]=1OS(C(F)(F)F)(=O)=O.C(N(CC)CC)C.CS(C)=O.[C]=O.[CH3:40][CH2:41][O:42][C:43](C)=[O:44]. The catalyst is C([O-])(=O)C.[Pd+2].C([O-])(=O)C.C1(P(C2C=CC=CC=2)CCCP(C2C=CC=CC=2)C2C=CC=CC=2)C=CC=CC=1.O.C(O)C. The product is [Cl:1][C:2]1[CH:18]=[CH:17][C:5]2[CH2:6][CH2:7][N:8]([C:11](=[O:16])[C:12]([F:15])([F:14])[F:13])[CH2:9][CH2:10][C:4]=2[C:3]=1[C:43]([O:42][CH2:41][CH3:40])=[O:44]. The yield is 0.820.